This data is from Forward reaction prediction with 1.9M reactions from USPTO patents (1976-2016). The task is: Predict the product of the given reaction. Given the reactants C[O:2][C:3](=O)[CH2:4][CH2:5][CH2:6][O:7][C:8]1[CH:13]=[CH:12][C:11]([C:14]([N:16]2[C:25]3[C:20](=[CH:21][CH:22]=[CH:23][CH:24]=3)[C@H:19]([N:26]([C:34](=[O:36])[CH3:35])[C:27]3[CH:32]=[CH:31][C:30]([Cl:33])=[CH:29][CH:28]=3)[CH2:18][C@@H:17]2[CH3:37])=[O:15])=[CH:10][CH:9]=1.[C:39](=[N:42]O)([NH2:41])[CH3:40].[H-].[Na+].COC(=O)CCCOC1C=CC=CC=1C(N1C2C(=CC=CC=2)C(N(C(=O)C)C2C=CC(Cl)=CC=2)CC1C)=O, predict the reaction product. The product is: [Cl:33][C:30]1[CH:29]=[CH:28][C:27]([N:26]([C@H:19]2[C:20]3[C:25](=[CH:24][CH:23]=[CH:22][CH:21]=3)[N:16]([C:14](=[O:15])[C:11]3[CH:10]=[CH:9][C:8]([O:7][CH2:6][CH2:5][CH2:4][C:3]4[O:2][N:42]=[C:39]([CH3:40])[N:41]=4)=[CH:13][CH:12]=3)[C@@H:17]([CH3:37])[CH2:18]2)[C:34](=[O:36])[CH3:35])=[CH:32][CH:31]=1.